Dataset: Full USPTO retrosynthesis dataset with 1.9M reactions from patents (1976-2016). Task: Predict the reactants needed to synthesize the given product. (1) Given the product [F:1][C:2]([C@@H:5]1[N:10]2[C:11]3[C:20]4[CH2:19][CH2:18][CH2:17][CH2:16][C:15]=4[N:14]=[C:13]([NH2:21])[C:12]=3[N:22]=[C:9]2[CH2:8][O:7][CH2:6]1)([CH3:3])[CH3:4], predict the reactants needed to synthesize it. The reactants are: [F:1][C:2]([C@@H:5]1[N:10]2[C:11]3[C:20]4[C:15](=[CH:16][CH:17]=[CH:18][CH:19]=4)[N:14]=[C:13]([NH2:21])[C:12]=3[N:22]=[C:9]2[CH2:8][O:7][CH2:6]1)([CH3:4])[CH3:3]. (2) The reactants are: [F:1][CH2:2][O:3][C:4]1[CH:40]=[CH:39][C:7]2[CH2:8][CH2:9][CH2:10][CH:11]([N:13]([CH2:21][C@H:22]([O:31][Si](CC)(CC)CC)[CH2:23][O:24][C:25]3[CH:30]=[CH:29][CH:28]=[CH:27][CH:26]=3)[C:14]([O:16][C:17]([CH3:20])([CH3:19])[CH3:18])=[O:15])[CH2:12][C:6]=2[CH:5]=1.[F-].C([N+](CCCC)(CCCC)CCCC)CCC.O. Given the product [F:1][CH2:2][O:3][C:4]1[CH:40]=[CH:39][C:7]2[CH2:8][CH2:9][CH2:10][CH:11]([N:13]([CH2:21][C@H:22]([OH:31])[CH2:23][O:24][C:25]3[CH:30]=[CH:29][CH:28]=[CH:27][CH:26]=3)[C:14]([O:16][C:17]([CH3:19])([CH3:20])[CH3:18])=[O:15])[CH2:12][C:6]=2[CH:5]=1, predict the reactants needed to synthesize it.